Dataset: Forward reaction prediction with 1.9M reactions from USPTO patents (1976-2016). Task: Predict the product of the given reaction. Given the reactants [NH2:1][C@@H:2]([C:32]([CH3:35])([CH3:34])[CH3:33])[C:3]([N:5]1[C@H:14]([C:15](=[O:27])[NH:16][C@H:17]2[C:26]3[C:21](=[CH:22][CH:23]=[CH:24][CH:25]=3)[CH2:20][CH2:19][CH2:18]2)[CH2:13][C:12]2[C:7](=[CH:8][C:9]([C:28]([O:30][CH3:31])=[O:29])=[CH:10][CH:11]=2)[CH2:6]1)=[O:4].[C:36]([O:40][C:41]([N:43]([CH3:49])[C@@H:44]([CH3:48])[C:45](O)=[O:46])=[O:42])([CH3:39])([CH3:38])[CH3:37].C(Cl)CCl.N1C2C(=NC=CC=2)N(O)N=1.CN1CCOCC1, predict the reaction product. The product is: [C:36]([O:40][C:41]([N:43]([CH3:49])[C@@H:44]([CH3:48])[C:45]([NH:1][C@@H:2]([C:32]([CH3:35])([CH3:34])[CH3:33])[C:3]([N:5]1[C@H:14]([C:15](=[O:27])[NH:16][C@H:17]2[C:26]3[C:21](=[CH:22][CH:23]=[CH:24][CH:25]=3)[CH2:20][CH2:19][CH2:18]2)[CH2:13][C:12]2[C:7](=[CH:8][C:9]([C:28]([O:30][CH3:31])=[O:29])=[CH:10][CH:11]=2)[CH2:6]1)=[O:4])=[O:46])=[O:42])([CH3:39])([CH3:38])[CH3:37].